This data is from Catalyst prediction with 721,799 reactions and 888 catalyst types from USPTO. The task is: Predict which catalyst facilitates the given reaction. (1) Reactant: [N+:1]([C:4]1[CH:13]=[CH:12][C:7]2[NH:8][C:9](=[O:11])[S:10][C:6]=2[CH:5]=1)([O-:3])=[O:2].N12CCCN=C1CCC[CH2:16][CH2:15]2.ICC. Product: [N+:1]([C:4]1[CH:13]=[CH:12][C:7]2[N:8]([CH2:15][CH3:16])[C:9](=[O:11])[S:10][C:6]=2[CH:5]=1)([O-:3])=[O:2]. The catalyst class is: 35. (2) Reactant: C(OC([N:8]1[CH2:13][CH2:12][CH:11]([CH2:14][N:15]2[CH2:20][CH2:19][N:18]([S:21]([C:24]3[S:25][C:26]([C:29]4[CH:34]=[CH:33][C:32]([Cl:35])=[CH:31][CH:30]=4)=[CH:27][CH:28]=3)(=[O:23])=[O:22])[CH2:17][C:16]2=[O:36])[CH2:10][CH2:9]1)=O)(C)(C)C.Cl. Product: [ClH:35].[Cl:35][C:32]1[CH:33]=[CH:34][C:29]([C:26]2[S:25][C:24]([S:21]([N:18]3[CH2:19][CH2:20][N:15]([CH2:14][CH:11]4[CH2:12][CH2:13][NH:8][CH2:9][CH2:10]4)[C:16](=[O:36])[CH2:17]3)(=[O:23])=[O:22])=[CH:28][CH:27]=2)=[CH:30][CH:31]=1. The catalyst class is: 370. (3) Reactant: [C:1]12([CH2:11][NH:12][C:13]([C:15]3[C:16]([CH3:20])=[N:17][NH:18][CH:19]=3)=[O:14])[CH2:10][CH:5]3[CH2:6][CH:7]([CH2:9][CH:3]([CH2:4]3)[CH2:2]1)[CH2:8]2.[NH2:21][C:22]1[C:27]([CH3:28])=[CH:26][N:25]=[C:24](Cl)[N:23]=1.C(=O)([O-])[O-].[K+].[K+]. Product: [C:1]12([CH2:11][NH:12][C:13]([C:15]3[C:16]([CH3:20])=[N:17][N:18]([C:24]4[N:23]=[C:22]([NH2:21])[C:27]([CH3:28])=[CH:26][N:25]=4)[CH:19]=3)=[O:14])[CH2:10][CH:5]3[CH2:4][CH:3]([CH2:9][CH:7]([CH2:6]3)[CH2:8]1)[CH2:2]2. The catalyst class is: 16. (4) Reactant: [Cl:1][C:2]1[CH:10]=[CH:9][C:8]([Cl:11])=[CH:7][C:3]=1[C:4]([OH:6])=O.[NH:12]1[CH2:17][CH2:16][CH2:15][CH2:14][C@H:13]1[C:18]([O:20][CH3:21])=[O:19].CN(C(ON1N=NC2C=CC=NC1=2)=[N+](C)C)C.F[P-](F)(F)(F)(F)F.CCN(C(C)C)C(C)C. Product: [Cl:1][C:2]1[CH:10]=[CH:9][C:8]([Cl:11])=[CH:7][C:3]=1[C:4]([N:12]1[CH2:17][CH2:16][CH2:15][CH2:14][C@H:13]1[C:18]([O:20][CH3:21])=[O:19])=[O:6]. The catalyst class is: 3. (5) Reactant: [Cl:1][C:2]1[CH:7]=[CH:6][C:5]([OH:8])=[CH:4][CH:3]=1.CI.[C:11](=O)([O-])[O-].[K+].[K+]. Product: [Cl:1][C:2]1[CH:7]=[CH:6][C:5]([O:8][CH3:11])=[CH:4][CH:3]=1. The catalyst class is: 21.